From a dataset of Full USPTO retrosynthesis dataset with 1.9M reactions from patents (1976-2016). Predict the reactants needed to synthesize the given product. (1) Given the product [Cl:1][C:2]1[CH:7]=[CH:6][CH:5]=[C:4]([C:14]#[C:13][CH:12]([O:15][CH2:16][CH3:17])[O:11][CH2:9][CH3:10])[CH:3]=1, predict the reactants needed to synthesize it. The reactants are: [Cl:1][C:2]1[CH:7]=[CH:6][CH:5]=[C:4](I)[CH:3]=1.[CH2:9]([O:11][CH:12]([O:15][CH2:16][CH3:17])[C:13]#[CH:14])[CH3:10]. (2) The reactants are: [NH2:1][C:2]1[N:10]=[C:9]([O:11][CH2:12][CH2:13][O:14][CH3:15])[N:8]=[C:7]2[C:3]=1[N:4]=[CH:5][N:6]2[CH2:16][C:17]1[CH:18]=[C:19]([CH:24]=[CH:25][CH:26]=1)[C:20]([O:22][CH3:23])=[O:21].C([O-])(=O)C.[Na+].[Br:32]Br. Given the product [NH2:1][C:2]1[N:10]=[C:9]([O:11][CH2:12][CH2:13][O:14][CH3:15])[N:8]=[C:7]2[C:3]=1[N:4]=[C:5]([Br:32])[N:6]2[CH2:16][C:17]1[CH:18]=[C:19]([CH:24]=[CH:25][CH:26]=1)[C:20]([O:22][CH3:23])=[O:21], predict the reactants needed to synthesize it.